From a dataset of Forward reaction prediction with 1.9M reactions from USPTO patents (1976-2016). Predict the product of the given reaction. (1) Given the reactants Cl[CH2:2][CH2:3][CH2:4][N:5]1[C:13]2[C:8](=[CH:9][C:10]([N:14]3[CH:19]=[CH:18][C:17]([C:20]4[CH:25]=[CH:24][C:23]([C:26]([F:29])([F:28])[F:27])=[CH:22][CH:21]=4)=[CH:16][C:15]3=[O:30])=[CH:11][CH:12]=2)[CH:7]=[N:6]1.C([O-])([O-])=O.[K+].[K+].[NH:37]1[CH2:41][CH2:40][CH2:39][CH2:38]1, predict the reaction product. The product is: [N:37]1([CH2:2][CH2:3][CH2:4][N:5]2[C:13]3[C:8](=[CH:9][C:10]([N:14]4[CH:19]=[CH:18][C:17]([C:20]5[CH:25]=[CH:24][C:23]([C:26]([F:29])([F:28])[F:27])=[CH:22][CH:21]=5)=[CH:16][C:15]4=[O:30])=[CH:11][CH:12]=3)[CH:7]=[N:6]2)[CH2:41][CH2:40][CH2:39][CH2:38]1. (2) Given the reactants [N:1]1([C:6]2[CH:25]=[CH:24][C:9]([CH2:10][C:11]3[C:12]([O:22][CH3:23])=[CH:13][C:14]([OH:21])=[C:15]([CH:20]=3)[C:16]([O:18][CH3:19])=[O:17])=[CH:8][CH:7]=2)[CH:5]=[CH:4][CH:3]=[N:2]1.[H-].[Na+].C1C=CC(N([S:35]([C:38]([F:41])([F:40])[F:39])(=[O:37])=[O:36])[S:35]([C:38]([F:41])([F:40])[F:39])(=[O:37])=[O:36])=CC=1.Cl, predict the reaction product. The product is: [N:1]1([C:6]2[CH:25]=[CH:24][C:9]([CH2:10][C:11]3[C:12]([O:22][CH3:23])=[CH:13][C:14]([O:21][S:35]([C:38]([F:41])([F:40])[F:39])(=[O:37])=[O:36])=[C:15]([CH:20]=3)[C:16]([O:18][CH3:19])=[O:17])=[CH:8][CH:7]=2)[CH:5]=[CH:4][CH:3]=[N:2]1.